From a dataset of Reaction yield outcomes from USPTO patents with 853,638 reactions. Predict the reaction yield, written as a fraction of the theoretical maximum amount of product (1.0 means a 100% yield; for example, 0.34 means a 34% yield). (1) The catalyst is O1CCCC1. The product is [Cl:1][C:2]1[CH:3]=[CH:4][CH:5]=[C:6]([O:8][CH2:20][CH2:19][C:13]2[CH:14]=[CH:15][C:16]([O:17][CH3:18])=[C:11]([O:10][CH3:9])[CH:12]=2)[N:7]=1. The reactants are [Cl:1][C:2]1[N:7]=[C:6]([OH:8])[CH:5]=[CH:4][CH:3]=1.[CH3:9][O:10][C:11]1[CH:12]=[C:13]([CH2:19][CH2:20]O)[CH:14]=[CH:15][C:16]=1[O:17][CH3:18].C1(P(C2C=CC=CC=2)C2C=CC=CC=2)C=CC=CC=1.N(C(OCC)=O)=NC(OCC)=O. The yield is 0.780. (2) The reactants are [Br:1][C:2]1[CH:7]=[CH:6][C:5]([NH:8][C:9]([NH:11][NH:12][C:13](=O)[CH2:14][C@@H:15]2[CH2:19][CH2:18][N:17]([C:20]([CH:22]3[CH2:24][CH2:23]3)=[O:21])[CH2:16]2)=[O:10])=[C:4]([CH3:26])[CH:3]=1.C([O-])([O-])=O.[K+].[K+]. The catalyst is O. The product is [Br:1][C:2]1[CH:7]=[CH:6][C:5]([N:8]2[C:13]([CH2:14][C@@H:15]3[CH2:19][CH2:18][N:17]([C:20]([CH:22]4[CH2:24][CH2:23]4)=[O:21])[CH2:16]3)=[N:12][NH:11][C:9]2=[O:10])=[C:4]([CH3:26])[CH:3]=1. The yield is 0.548. (3) The reactants are [F:1][C:2]([F:7])([F:6])[C:3]([OH:5])=[O:4].[Cl:8][C:9]1[C:10]([NH:31][C@@H:32]2[C@@H:37]3[CH2:38][C@@H:34]([CH:35]=[CH:36]3)[C@@H:33]2[C:39]([NH2:41])=[O:40])=[C:11]2[N:17]=[C:16]([C:18]3[CH:23]=[CH:22][C:21](CN4CCOCC4)=[CH:20][CH:19]=3)[NH:15][C:12]2=[N:13][CH:14]=1.NC1C(N)=C(N[C@@H]2[C@@H]3C[C@@H](C=C3)[C@@H]2C(N)=O)C(Cl)=CN=1.[CH3:62][N:63]1[CH2:68][CH2:67][N:66](C2C=CC(C=O)=CC=2)[CH2:65][CH2:64]1. No catalyst specified. The product is [F:1][C:2]([F:7])([F:6])[C:3]([OH:5])=[O:4].[Cl:8][C:9]1[C:10]([NH:31][C@@H:32]2[C@@H:37]3[CH2:38][C@@H:34]([CH:35]=[CH:36]3)[C@@H:33]2[C:39]([NH2:41])=[O:40])=[C:11]2[N:17]=[C:16]([C:18]3[CH:19]=[CH:20][C:21]([N:66]4[CH2:67][CH2:68][N:63]([CH3:62])[CH2:64][CH2:65]4)=[CH:22][CH:23]=3)[NH:15][C:12]2=[N:13][CH:14]=1. The yield is 0.880.